Dataset: Catalyst prediction with 721,799 reactions and 888 catalyst types from USPTO. Task: Predict which catalyst facilitates the given reaction. Reactant: [CH2:1]([NH:3][C:4]([NH:6][C:7]1[N:12]=[CH:11][C:10]([C:13]2[CH:18]=[CH:17][N:16]=[C:15]([C:19]([NH:21][NH2:22])=[O:20])[CH:14]=2)=[C:9]([C:23]2[S:24][CH:25]=[C:26]([C:28]3[CH:33]=[CH:32][CH:31]=[CH:30][N:29]=3)[N:27]=2)[CH:8]=1)=[O:5])[CH3:2].C(N(C(C)C)CC)(C)C.[C:43](N1C=CN=C1)(N1C=CN=C1)=[O:44].CO. Product: [CH2:1]([NH:3][C:4]([NH:6][C:7]1[N:12]=[CH:11][C:10]([C:13]2[CH:18]=[CH:17][N:16]=[C:15]([C:19]3[O:20][C:43](=[O:44])[NH:22][N:21]=3)[CH:14]=2)=[C:9]([C:23]2[S:24][CH:25]=[C:26]([C:28]3[CH:33]=[CH:32][CH:31]=[CH:30][N:29]=3)[N:27]=2)[CH:8]=1)=[O:5])[CH3:2]. The catalyst class is: 3.